Dataset: NCI-60 drug combinations with 297,098 pairs across 59 cell lines. Task: Regression. Given two drug SMILES strings and cell line genomic features, predict the synergy score measuring deviation from expected non-interaction effect. (1) Drug 1: C1CCC(C1)C(CC#N)N2C=C(C=N2)C3=C4C=CNC4=NC=N3. Drug 2: CCC1(CC2CC(C3=C(CCN(C2)C1)C4=CC=CC=C4N3)(C5=C(C=C6C(=C5)C78CCN9C7C(C=CC9)(C(C(C8N6C)(C(=O)OC)O)OC(=O)C)CC)OC)C(=O)OC)O.OS(=O)(=O)O. Cell line: NCI-H226. Synergy scores: CSS=36.8, Synergy_ZIP=4.14, Synergy_Bliss=5.71, Synergy_Loewe=-23.4, Synergy_HSA=6.36. (2) Drug 1: CS(=O)(=O)CCNCC1=CC=C(O1)C2=CC3=C(C=C2)N=CN=C3NC4=CC(=C(C=C4)OCC5=CC(=CC=C5)F)Cl. Drug 2: C#CCC(CC1=CN=C2C(=N1)C(=NC(=N2)N)N)C3=CC=C(C=C3)C(=O)NC(CCC(=O)O)C(=O)O. Cell line: NCI-H460. Synergy scores: CSS=69.2, Synergy_ZIP=3.12, Synergy_Bliss=1.14, Synergy_Loewe=-8.23, Synergy_HSA=1.02. (3) Drug 1: CC1OCC2C(O1)C(C(C(O2)OC3C4COC(=O)C4C(C5=CC6=C(C=C35)OCO6)C7=CC(=C(C(=C7)OC)O)OC)O)O. Drug 2: C1=NC2=C(N=C(N=C2N1C3C(C(C(O3)CO)O)F)Cl)N. Cell line: RPMI-8226. Synergy scores: CSS=44.0, Synergy_ZIP=-0.174, Synergy_Bliss=-2.41, Synergy_Loewe=-13.8, Synergy_HSA=-3.32. (4) Drug 1: CN(C)C1=NC(=NC(=N1)N(C)C)N(C)C. Drug 2: C1=CC=C(C(=C1)C(C2=CC=C(C=C2)Cl)C(Cl)Cl)Cl. Cell line: K-562. Synergy scores: CSS=3.10, Synergy_ZIP=2.73, Synergy_Bliss=-1.82, Synergy_Loewe=-5.36, Synergy_HSA=-5.94. (5) Drug 1: CC(CN1CC(=O)NC(=O)C1)N2CC(=O)NC(=O)C2. Drug 2: C1=C(C(=O)NC(=O)N1)F. Cell line: UO-31. Synergy scores: CSS=34.2, Synergy_ZIP=-2.28, Synergy_Bliss=-1.94, Synergy_Loewe=2.21, Synergy_HSA=3.30. (6) Drug 1: CCC(=C(C1=CC=CC=C1)C2=CC=C(C=C2)OCCN(C)C)C3=CC=CC=C3.C(C(=O)O)C(CC(=O)O)(C(=O)O)O. Drug 2: C1C(C(OC1N2C=NC3=C2NC=NCC3O)CO)O. Cell line: TK-10. Synergy scores: CSS=1.24, Synergy_ZIP=1.21, Synergy_Bliss=1.88, Synergy_Loewe=-2.33, Synergy_HSA=-2.54.